This data is from Drug-target binding data from BindingDB using IC50 measurements. The task is: Regression. Given a target protein amino acid sequence and a drug SMILES string, predict the binding affinity score between them. We predict pIC50 (pIC50 = -log10(IC50 in M); higher means more potent). Dataset: bindingdb_ic50. (1) The drug is CC(NC(=O)c1ccccc1/N=C/c1c(O)ccc2ccccc12)c1ccccc1. The target protein (Q9NXA8) has sequence MRPLQIVPSRLISQLYCGLKPPASTRNQICLKMARPSSSMADFRKFFAKAKHIVIISGAGVSAESGVPTFRGAGGYWRKWQAQDLATPLAFAHNPSRVWEFYHYRREVMGSKEPNAGHRAIAECETRLGKQGRRVVVITQNIDELHRKAGTKNLLEIHGSLFKTRCTSCGVVAENYKSPICPALSGKGAPEPGTQDASIPVEKLPRCEEAGCGGLLRPHVVWFGENLDPAILEEVDRELAHCDLCLVVGTSSVVYPAAMFAPQVAARGVPVAEFNTETTPATNRFRFHFQGPCGTTLPEALACHENETVS. The pIC50 is 4.0. (2) The drug is CCS(=O)(=O)Nc1ccc(F)c(Nc2ncccc2-c2ncnc3[nH]cnc23)c1F. The target is CKENALLRYLLDKDD. The pIC50 is 6.0. (3) The pIC50 is 7.0. The target protein (Q9Y243) has sequence MSDVTIVKEGWVQKRGEYIKNWRPRYFLLKTDGSFIGYKEKPQDVDLPYPLNNFSVAKCQLMKTERPKPNTFIIRCLQWTTVIERTFHVDTPEEREEWTEAIQAVADRLQRQEEERMNCSPTSQIDNIGEEEMDASTTHHKRKTMNDFDYLKLLGKGTFGKVILVREKASGKYYAMKILKKEVIIAKDEVAHTLTESRVLKNTRHPFLTSLKYSFQTKDRLCFVMEYVNGGELFFHLSRERVFSEDRTRFYGAEIVSALDYLHSGKIVYRDLKLENLMLDKDGHIKITDFGLCKEGITDAATMKTFCGTPEYLAPEVLEDNDYGRAVDWWGLGVVMYEMMCGRLPFYNQDHEKLFELILMEDIKFPRTLSSDAKSLLSGLLIKDPNKRLGGGPDDAKEIMRHSFFSGVNWQDVYDKKLVPPFKPQVTSETDTRYFDEEFTAQTITITPPEKYDEDGMDCMDNERRPHFPQFSYSASGRE. The drug is COCCC(NC(=O)C1(N)CCN(c2ncnc3[nH]ccc23)CC1)c1ccc(Cl)cc1.